Dataset: NCI-60 drug combinations with 297,098 pairs across 59 cell lines. Task: Regression. Given two drug SMILES strings and cell line genomic features, predict the synergy score measuring deviation from expected non-interaction effect. (1) Drug 1: CC(C)(C#N)C1=CC(=CC(=C1)CN2C=NC=N2)C(C)(C)C#N. Drug 2: C1CC(=O)NC(=O)C1N2C(=O)C3=CC=CC=C3C2=O. Cell line: RPMI-8226. Synergy scores: CSS=11.4, Synergy_ZIP=-1.73, Synergy_Bliss=1.73, Synergy_Loewe=6.06, Synergy_HSA=3.13. (2) Drug 1: C1=CC(=CC=C1CCCC(=O)O)N(CCCl)CCCl. Drug 2: C1CN(CCN1C(=O)CCBr)C(=O)CCBr. Cell line: SNB-19. Synergy scores: CSS=35.9, Synergy_ZIP=-10.3, Synergy_Bliss=2.18, Synergy_Loewe=-5.01, Synergy_HSA=3.35. (3) Drug 1: CN(C)C1=NC(=NC(=N1)N(C)C)N(C)C. Drug 2: CC12CCC3C(C1CCC2O)C(CC4=C3C=CC(=C4)O)CCCCCCCCCS(=O)CCCC(C(F)(F)F)(F)F. Cell line: HOP-62. Synergy scores: CSS=1.30, Synergy_ZIP=1.71, Synergy_Bliss=3.83, Synergy_Loewe=-0.219, Synergy_HSA=-1.05.